This data is from Catalyst prediction with 721,799 reactions and 888 catalyst types from USPTO. The task is: Predict which catalyst facilitates the given reaction. (1) Reactant: [NH:1]1[C:9]2[C:4](=[CH:5][CH:6]=[CH:7][CH:8]=2)[C:3](=[O:10])[C:2]1=[O:11].I[CH2:13][CH2:14][F:15].C(=O)([O-])[O-].[K+].[K+]. Product: [F:15][CH2:14][CH2:13][N:1]1[C:9]2[C:4](=[CH:5][CH:6]=[CH:7][CH:8]=2)[C:3](=[O:10])[C:2]1=[O:11]. The catalyst class is: 39. (2) Reactant: C[O:2][C:3]([C:5]1([CH2:9][N:10]([C:16]2[C:21]([N+:22]([O-])=O)=[CH:20][N:19]=[C:18]([Cl:25])[N:17]=2)[CH:11]2[CH2:15][CH2:14][CH2:13][CH2:12]2)[CH2:8][CH2:7][CH2:6]1)=O.[NH4+].[Cl-]. Product: [Cl:25][C:18]1[N:19]=[CH:20][C:21]2[NH:22][C:3](=[O:2])[C:5]3([CH2:8][CH2:7][CH2:6]3)[CH2:9][N:10]([CH:11]3[CH2:15][CH2:14][CH2:13][CH2:12]3)[C:16]=2[N:17]=1. The catalyst class is: 186.